This data is from Forward reaction prediction with 1.9M reactions from USPTO patents (1976-2016). The task is: Predict the product of the given reaction. (1) Given the reactants [Br:1][C:2]1[CH:10]=[CH:9][C:5]([C:6](O)=[O:7])=[C:4]([N+:11]([O-:13])=[O:12])[CH:3]=1.S(Cl)([Cl:16])=O, predict the reaction product. The product is: [Br:1][C:2]1[CH:10]=[CH:9][C:5]([C:6]([Cl:16])=[O:7])=[C:4]([N+:11]([O-:13])=[O:12])[CH:3]=1. (2) Given the reactants [F:1][C:2]1[CH:7]=[CH:6][C:5]([F:8])=[CH:4][C:3]=1[C:9]1[CH2:13][N:12]([C:14](OC(C)(C)C)=[O:15])[C@H:11]([C:21]2[CH:26]=[CH:25][CH:24]=[CH:23][CH:22]=2)[CH:10]=1.C(N(CC)CC)C.C(OC([NH:41][C@H:42](C(O)=O)[C:43]([CH3:46])([CH3:45])[CH3:44])=O)(C)(C)C.C1CN([P+](ON2N=NC3C=CC=CC2=3)(N2CCCC2)N2CCCC2)CC1.F[P-](F)(F)(F)(F)F, predict the reaction product. The product is: [F:1][C:2]1[CH:7]=[CH:6][C:5]([F:8])=[CH:4][C:3]=1[C:9]1[CH2:13][N:12]([C:14]([C@@H:42]([NH2:41])[C:43]([CH3:46])([CH3:45])[CH3:44])=[O:15])[C@H:11]([C:21]2[CH:26]=[CH:25][CH:24]=[CH:23][CH:22]=2)[CH:10]=1. (3) Given the reactants [C:1](Cl)(=[O:3])[CH3:2].[CH3:5][O:6][C:7]1[CH:16]=[C:15]2[C:10]([CH:11]=[CH:12][CH:13]=[C:14]2[CH2:17][CH2:18][NH2:19])=[CH:9][CH:8]=1.N1C=CC=CC=1, predict the reaction product. The product is: [CH3:5][O:6][C:7]1[CH:16]=[C:15]2[C:10]([CH:11]=[CH:12][CH:13]=[C:14]2[CH2:17][CH2:18][NH:19][C:1](=[O:3])[CH3:2])=[CH:9][CH:8]=1. (4) Given the reactants [OH:1][CH2:2][CH2:3][N:4]([CH:22]([CH3:24])[CH3:23])[C:5]([C:7]1[S:8][C:9]2[CH2:10][CH2:11][O:12][C:13]3[CH:20]=[CH:19][C:18](Br)=[CH:17][C:14]=3[C:15]=2[N:16]=1)=[O:6].[CH3:25][C:26]1[C:31](B(O)O)=[CH:30][CH:29]=[CH:28][N:27]=1, predict the reaction product. The product is: [OH:1][CH2:2][CH2:3][N:4]([CH:22]([CH3:24])[CH3:23])[C:5]([C:7]1[S:8][C:9]2[CH2:10][CH2:11][O:12][C:13]3[CH:20]=[CH:19][C:18]([C:31]4[C:26]([CH3:25])=[N:27][CH:28]=[CH:29][CH:30]=4)=[CH:17][C:14]=3[C:15]=2[N:16]=1)=[O:6]. (5) Given the reactants [Li+].C[Si]([N-][Si](C)(C)C)(C)C.[C:11]1([C:33]2[CH:38]=[CH:37][CH:36]=[CH:35][CH:34]=2)[CH:16]=[CH:15][C:14]([CH2:17][C@H:18]2[N:22]([CH2:23]C3C=CC(OC)=CC=3)[C:21](=O)[CH2:20][CH2:19]2)=[CH:13][CH:12]=1.[C:39](Cl)(=O)[CH:40]([CH3:42])[CH3:41].C=O.[C:47]([O-:50])([O-])=O.[K+].[K+].O1C[CH2:56][CH2:55][CH2:54]1, predict the reaction product. The product is: [C:11]1([C:33]2[CH:38]=[CH:37][CH:36]=[CH:35][CH:34]=2)[CH:12]=[CH:13][C:14]([CH2:17][C@H:18]2[N:22](/[CH:23]=[CH:41]/[C:40]3[CH:42]=[CH:56][CH:55]=[CH:54][CH:39]=3)[C:47](=[O:50])[C:20](=[CH2:21])[CH2:19]2)=[CH:15][CH:16]=1. (6) Given the reactants [C:1]([C:4]1[CH:5]=[CH:6][C:7]([O:10][CH3:11])=[N:8][CH:9]=1)(=[O:3])[CH3:2].[Cl:12][C:13]1[CH:20]=[CH:19][C:18]([Cl:21])=[CH:17][C:14]=1[CH:15]=O.[OH-].[K+], predict the reaction product. The product is: [Cl:12][C:13]1[CH:20]=[CH:19][C:18]([Cl:21])=[CH:17][C:14]=1/[CH:15]=[CH:2]/[C:1]([C:4]1[CH:9]=[N:8][C:7]([O:10][CH3:11])=[CH:6][CH:5]=1)=[O:3]. (7) Given the reactants [CH2:1]([O:8][C:9]([N:11]1[CH2:15][CH2:14][CH2:13][CH:12]1[C:16](=[O:32])[NH:17][C:18]1[S:19][CH:20]=[C:21]([C:23]2[CH:28]=[CH:27][CH:26]=[CH:25][C:24]=2C(O)=O)[N:22]=1)=[O:10])[C:2]1[CH:7]=[CH:6][CH:5]=[CH:4][CH:3]=1.C[N:34]([C:36]([O:40]N1N=NC2C=CC=NC1=2)=[N+](C)C)C.F[P-](F)(F)(F)(F)F.CCN(C(C)C)C(C)C.[C:66]([O:70][C:71]([N:73]1[CH2:78][CH2:77][CH2:76][CH:75](N)[CH2:74]1)=[O:72])([CH3:69])([CH3:68])[CH3:67], predict the reaction product. The product is: [C:66]([O:70][C:71]([N:73]1[CH2:74][CH2:75][CH:76]([NH:34][C:36](=[O:40])[C:26]2[CH:25]=[CH:24][C:23]([C:21]3[N:22]=[C:18]([NH:17][C:16]([CH:12]4[CH2:13][CH2:14][CH2:15][N:11]4[C:9]([O:8][CH2:1][C:2]4[CH:7]=[CH:6][CH:5]=[CH:4][CH:3]=4)=[O:10])=[O:32])[S:19][CH:20]=3)=[CH:28][CH:27]=2)[CH2:77][CH2:78]1)=[O:72])([CH3:67])([CH3:68])[CH3:69].